From a dataset of Reaction yield outcomes from USPTO patents with 853,638 reactions. Predict the reaction yield, written as a fraction of the theoretical maximum amount of product (1.0 means a 100% yield; for example, 0.34 means a 34% yield). (1) The reactants are [NH2:1][C:2]1[C:3](=[O:16])[NH:4][C:5](=[S:15])[N:6]([CH2:9][CH:10]([O:12][CH2:13][CH3:14])[CH3:11])[C:7]=1[NH2:8].[CH:17](O)=O. No catalyst specified. The product is [CH2:13]([O:12][CH:10]([CH3:11])[CH2:9][N:6]1[C:7]2[N:8]=[CH:17][NH:1][C:2]=2[C:3](=[O:16])[NH:4][C:5]1=[S:15])[CH3:14]. The yield is 0.290. (2) The reactants are Cl.Cl.[CH3:3][O:4][C:5]1[CH:24]=[CH:23][C:22]([N:25]2[C:29]([C:30]([F:33])([F:32])[F:31])=[N:28][N:27]=[N:26]2)=[CH:21][C:6]=1[CH2:7][NH:8][C@H:9]1[CH2:14][CH2:13][NH:12][CH2:11][C@H:10]1[C:15]1[CH:20]=[CH:19][CH:18]=[CH:17][CH:16]=1.[C:34]([NH:37][CH:38]([C:40](O)=[O:41])[CH3:39])(=[O:36])[CH3:35].CCN=C=NCCCN(C)C.Cl.C1C=CC2N(O)N=NC=2C=1.O. The catalyst is CN(C=O)C.O.CCN(CC)CC. The product is [CH3:3][O:4][C:5]1[CH:24]=[CH:23][C:22]([N:25]2[C:29]([C:30]([F:33])([F:31])[F:32])=[N:28][N:27]=[N:26]2)=[CH:21][C:6]=1[CH2:7][NH:8][C@H:9]1[CH2:14][CH2:13][N:12]([C:40](=[O:41])[CH:38]([NH:37][C:34](=[O:36])[CH3:35])[CH3:39])[CH2:11][C@H:10]1[C:15]1[CH:20]=[CH:19][CH:18]=[CH:17][CH:16]=1. The yield is 0.990. (3) The reactants are [O:1]=[C:2]1[C:7]([C:8]([O:10][CH2:11][CH3:12])=[O:9])=[CH:6][NH:5][C:4](=[S:13])[NH:3]1.[Cl:14][C:15]1[CH:20]=[CH:19][C:18]([O:21][C:22]2[CH:27]=[CH:26][C:25]([CH2:28]Cl)=[CH:24][CH:23]=2)=[CH:17][C:16]=1[C:30]([F:33])([F:32])[F:31].C([O-])([O-])=O.[K+].[K+].O. The catalyst is CN(C=O)C. The product is [Cl:14][C:15]1[CH:20]=[CH:19][C:18]([O:21][C:22]2[CH:23]=[CH:24][C:25]([CH2:28][S:13][C:4]3[NH:5][CH:6]=[C:7]([C:8]([O:10][CH2:11][CH3:12])=[O:9])[C:2](=[O:1])[N:3]=3)=[CH:26][CH:27]=2)=[CH:17][C:16]=1[C:30]([F:31])([F:32])[F:33]. The yield is 1.00.